Dataset: Forward reaction prediction with 1.9M reactions from USPTO patents (1976-2016). Task: Predict the product of the given reaction. The product is: [F:1][C:2]1[CH:7]=[C:6]([O:8][CH2:22][CH:23]2[CH2:28][CH2:27][O:26][CH2:25][CH2:24]2)[CH:5]=[C:4]([F:9])[C:3]=1[C:10]1[N:15]=[C:14]([C:16]([O:18][CH3:19])=[O:17])[CH:13]=[CH:12][C:11]=1[F:20]. Given the reactants [F:1][C:2]1[CH:7]=[C:6]([OH:8])[CH:5]=[C:4]([F:9])[C:3]=1[C:10]1[N:15]=[C:14]([C:16]([O:18][CH3:19])=[O:17])[CH:13]=[CH:12][C:11]=1[F:20].Br[CH2:22][CH:23]1[CH2:28][CH2:27][O:26][CH2:25][CH2:24]1.C([O-])([O-])=O.[K+].[K+], predict the reaction product.